From a dataset of Forward reaction prediction with 1.9M reactions from USPTO patents (1976-2016). Predict the product of the given reaction. Given the reactants [C:1]([O:4][C@@:5]1([C:30]([CH3:33])([CH3:32])[CH3:31])[CH:18]=[CH:17][C@@H:16]2[C@@:7]34[CH2:22][CH2:21][N:19]([CH3:20])[C@@H:15]2[CH2:14][C:13]2[C:8]3=[C:9]([O:29][C@@H:6]14)[C:10](Br)([O:23][O:24][SiH:25]([CH3:27])[CH3:26])[CH2:11][CH:12]=2)(=[O:3])[NH2:2].[Li]CCCC.C1C=CC(S(N(S(C2C=CC=CC=2)(=O)=O)[F:49])(=O)=O)=CC=1, predict the reaction product. The product is: [C:1]([O:4][C@@:5]1([C:30]([CH3:33])([CH3:32])[CH3:31])[CH:18]=[CH:17][C@@H:16]2[C@@:7]34[CH2:22][CH2:21][N:19]([CH3:20])[C@@H:15]2[CH2:14][C:13]2[C:8]3=[C:9]([O:29][C@@H:6]14)[C:10]([F:49])([O:23][O:24][SiH:25]([CH3:27])[CH3:26])[CH2:11][CH:12]=2)(=[O:3])[NH2:2].